From a dataset of Catalyst prediction with 721,799 reactions and 888 catalyst types from USPTO. Predict which catalyst facilitates the given reaction. (1) Reactant: [OH:1][C:2]1[CH:3]=[C:4]([CH:7]=[CH:8][CH:9]=1)[CH2:5][OH:6].[O-]CC.[Na+].Cl[C:15]1[CH:20]=[CH:19][N:18]=[C:17]([C:21]([NH2:23])=[O:22])[CH:16]=1.OC1C=C(C=CC=1)C=O. Product: [OH:6][CH2:5][C:4]1[CH:3]=[C:2]([CH:9]=[CH:8][CH:7]=1)[O:1][C:15]1[CH:20]=[CH:19][N:18]=[C:17]([C:21]([NH2:23])=[O:22])[CH:16]=1. The catalyst class is: 3. (2) Reactant: [C:1]([N:5]1[C:9]([NH:10][C:11]2[N:16]=[C:15]([CH2:17][C:18]3([C:37]([NH:39][NH2:40])=[O:38])[CH2:23][CH2:22][N:21]([C:24](=[O:36])[C:25]4[CH:30]=[CH:29][CH:28]=[C:27]([C:31]([F:34])([F:33])[F:32])[C:26]=4[F:35])[CH2:20][CH2:19]3)[CH:14]=[CH:13][CH:12]=2)=[CH:8][CH:7]=[N:6]1)([CH3:4])([CH3:3])[CH3:2].[C:41](N1C=CN=C1)(N1C=CN=C1)=[O:42]. Product: [C:1]([N:5]1[C:9]([NH:10][C:11]2[N:16]=[C:15]([CH2:17][C:18]3([C:37]4[O:38][C:41](=[O:42])[NH:40][N:39]=4)[CH2:19][CH2:20][N:21]([C:24](=[O:36])[C:25]4[CH:30]=[CH:29][CH:28]=[C:27]([C:31]([F:33])([F:32])[F:34])[C:26]=4[F:35])[CH2:22][CH2:23]3)[CH:14]=[CH:13][CH:12]=2)=[CH:8][CH:7]=[N:6]1)([CH3:4])([CH3:2])[CH3:3]. The catalyst class is: 7. (3) Reactant: [CH3:1][O:2][C:3]1[CH:36]=[CH:35][C:6]([C:7]([NH:9][C:10]2[C:11]([NH:16][C:17]([O:19][CH2:20][CH2:21][CH:22]3[CH2:27][CH2:26][N:25](C(OC(C)(C)C)=O)[CH2:24][CH2:23]3)=[O:18])=[CH:12][CH:13]=[CH:14][CH:15]=2)=[O:8])=[CH:5][CH:4]=1.FC(F)(F)C(O)=O.Cl. Product: [CH3:1][O:2][C:3]1[CH:36]=[CH:35][C:6]([C:7]([NH:9][C:10]2[C:11]([NH:16][C:17]([O:19][CH2:20][CH2:21][CH:22]3[CH2:23][CH2:24][NH:25][CH2:26][CH2:27]3)=[O:18])=[CH:12][CH:13]=[CH:14][CH:15]=2)=[O:8])=[CH:5][CH:4]=1. The catalyst class is: 2. (4) Reactant: [NH:1]1[CH2:5][CH2:4][CH2:3][CH2:2]1.[CH2:6]([N:13]1[CH2:18][CH2:17][N:16]([C:19]2[C:20]([CH3:33])=[C:21]([CH3:32])[C:22]3[O:26][C:25]([CH3:28])([CH3:27])[CH:24](O)[C:23]=3[C:30]=2[CH3:31])[CH2:15][CH2:14]1)[C:7]1[CH:12]=[CH:11][CH:10]=[CH:9][CH:8]=1.[ClH:34]. Product: [ClH:34].[ClH:34].[CH2:6]([N:13]1[CH2:18][CH2:17][N:16]([C:19]2[C:20]([CH3:33])=[C:21]([CH3:32])[C:22]3[O:26][C:25]([CH3:27])([CH3:28])[CH:24]([N:1]4[CH2:5][CH2:4][CH2:3][CH2:2]4)[C:23]=3[C:30]=2[CH3:31])[CH2:15][CH2:14]1)[C:7]1[CH:8]=[CH:9][CH:10]=[CH:11][CH:12]=1. The catalyst class is: 13. (5) Reactant: [CH2:1]([O:8][C:9](=[O:25])[N:10]([CH2:23][CH3:24])[CH2:11][C:12]1[CH:17]=[C:16]([S:18]([CH3:21])(=[O:20])=[O:19])[CH:15]=[CH:14][C:13]=1[OH:22])[C:2]1[CH:7]=[CH:6][CH:5]=[CH:4][CH:3]=1.C(N(C(C)C)CC)(C)C.[F:35][C:36]([F:49])([F:48])[S:37](O[S:37]([C:36]([F:49])([F:48])[F:35])(=[O:39])=[O:38])(=[O:39])=[O:38]. Product: [CH2:1]([O:8][C:9]([N:10]([CH2:11][C:12]1[CH:17]=[C:16]([S:18]([CH3:21])(=[O:19])=[O:20])[CH:15]=[CH:14][C:13]=1[O:22][S:37]([C:36]([F:49])([F:48])[F:35])(=[O:39])=[O:38])[CH2:23][CH3:24])=[O:25])[C:2]1[CH:3]=[CH:4][CH:5]=[CH:6][CH:7]=1. The catalyst class is: 2. (6) Reactant: C(OC([N:8]1[CH2:12][C@@H:11]([CH2:13][N:14]([CH:31]([CH3:33])[CH3:32])[C:15](=[O:30])[C:16]2[CH:21]=[CH:20][C:19]([O:22][CH3:23])=[C:18]([O:24][CH2:25][CH2:26][CH2:27][O:28][CH3:29])[CH:17]=2)[C@H:10]([NH2:34])[CH2:9]1)=O)(C)(C)C.[F:35][C:36]([F:49])([F:48])[O:37][C:38]1[CH:43]=[CH:42][C:41]([S:44](Cl)(=[O:46])=[O:45])=[CH:40][CH:39]=1.CC#N.O.CC#N. Product: [CH:31]([N:14]([CH2:13][C@H:11]1[C@H:10]([NH:34][S:44]([C:41]2[CH:42]=[CH:43][C:38]([O:37][C:36]([F:49])([F:48])[F:35])=[CH:39][CH:40]=2)(=[O:46])=[O:45])[CH2:9][NH:8][CH2:12]1)[C:15](=[O:30])[C:16]1[CH:21]=[CH:20][C:19]([O:22][CH3:23])=[C:18]([O:24][CH2:25][CH2:26][CH2:27][O:28][CH3:29])[CH:17]=1)([CH3:33])[CH3:32]. The catalyst class is: 6. (7) Reactant: Cl.[Br:2][C:3]1[CH:8]=[CH:7][C:6]([N:9]2[CH2:14][CH2:13][NH:12][CH2:11][CH2:10]2)=[CH:5][CH:4]=1.C(N(CC)CC)C.[C:22](O[C:22]([O:24][C:25]([CH3:28])([CH3:27])[CH3:26])=[O:23])([O:24][C:25]([CH3:28])([CH3:27])[CH3:26])=[O:23].O. Product: [Br:2][C:3]1[CH:4]=[CH:5][C:6]([N:9]2[CH2:14][CH2:13][N:12]([C:22]([O:24][C:25]([CH3:28])([CH3:27])[CH3:26])=[O:23])[CH2:11][CH2:10]2)=[CH:7][CH:8]=1. The catalyst class is: 649. (8) The catalyst class is: 12. Reactant: [Cl:1][C:2]1[CH:7]=[CH:6][C:5]([CH:8]([CH:16]([N:28]2CCNCC2)C2(Cl)C3C(=CC=CC=3)N=CN2)[C:9]2[CH:14]=[CH:13][C:12]([Cl:15])=[CH:11][CH:10]=2)=[CH:4][CH:3]=1.[NH2:34][C@@H:35]([CH:42]([CH3:44])[CH3:43])[C:36]([NH:38][O:39][CH2:40][CH3:41])=[O:37].C([N:47]([CH2:50]C)[CH2:48][CH3:49])C. Product: [Cl:1][C:2]1[CH:7]=[CH:6][C:5]([CH:8]([C:9]2[CH:14]=[CH:13][C:12]([Cl:15])=[CH:11][CH:10]=2)[C:16]2([NH:34][C@@H:35]([CH:42]([CH3:43])[CH3:44])[C:36]([NH:38][O:39][CH2:40][CH3:41])=[O:37])[C:49]3[C:48](=[CH:7][CH:2]=[CH:3][CH:4]=3)[N:47]=[CH:50][NH:28]2)=[CH:4][CH:3]=1. (9) The catalyst class is: 48. Reactant: [CH3:1][C:2]([CH3:8])([CH2:5][CH:6]=[CH2:7])[CH:3]=O.[CH2:9]([NH2:12])[CH:10]=[CH2:11]. Product: [CH2:9]([N:12]=[CH:3][C:2]([CH3:1])([CH3:8])[CH2:5][CH:6]=[CH2:7])[CH:10]=[CH2:11]. (10) Reactant: [C:1]([O:5][C:6]([N:8]1[CH2:13][CH2:12][C:11]([C:21]2[CH:26]=[CH:25][C:24]([Br:27])=[CH:23][CH:22]=2)([C:14]2[CH:19]=[CH:18][C:17]([OH:20])=[CH:16][CH:15]=2)[CH2:10][CH2:9]1)=[O:7])([CH3:4])([CH3:3])[CH3:2].Br[CH2:29][CH2:30][O:31][CH3:32].C(=O)([O-])[O-].[K+].[K+].[OH-].[Na+]. Product: [C:1]([O:5][C:6]([N:8]1[CH2:9][CH2:10][C:11]([C:21]2[CH:26]=[CH:25][C:24]([Br:27])=[CH:23][CH:22]=2)([C:14]2[CH:19]=[CH:18][C:17]([O:20][CH2:29][CH2:30][O:31][CH3:32])=[CH:16][CH:15]=2)[CH2:12][CH2:13]1)=[O:7])([CH3:4])([CH3:2])[CH3:3]. The catalyst class is: 9.